From a dataset of CYP3A4 inhibition data for predicting drug metabolism from PubChem BioAssay. Regression/Classification. Given a drug SMILES string, predict its absorption, distribution, metabolism, or excretion properties. Task type varies by dataset: regression for continuous measurements (e.g., permeability, clearance, half-life) or binary classification for categorical outcomes (e.g., BBB penetration, CYP inhibition). Dataset: cyp3a4_veith. The drug is CCCCCCCCOC1OC(CO)C(O)C(O)C1NC(C)=O. The result is 0 (non-inhibitor).